From a dataset of Catalyst prediction with 721,799 reactions and 888 catalyst types from USPTO. Predict which catalyst facilitates the given reaction. (1) Reactant: [N+:1]([C:4]1[CH:9]=[C:8]([N:10]2[CH2:14][CH2:13][CH2:12][CH2:11]2)[CH:7]=[CH:6][C:5]=1[NH:15][C:16](=[O:22])[O:17][C:18]([CH3:21])([CH3:20])[CH3:19])([O-])=O. The catalyst class is: 19. Product: [NH2:1][C:4]1[CH:9]=[C:8]([N:10]2[CH2:14][CH2:13][CH2:12][CH2:11]2)[CH:7]=[CH:6][C:5]=1[NH:15][C:16](=[O:22])[O:17][C:18]([CH3:20])([CH3:19])[CH3:21]. (2) Reactant: [OH:1][C:2]1[CH:3]=[C:4]([NH:10][C:11]([NH2:13])=[S:12])[CH:5]=[CH:6][C:7]=1[O:8][CH3:9].Br[CH2:15][C:16](=O)[CH3:17]. Product: [CH3:9][O:8][C:7]1[CH:6]=[CH:5][C:4]([NH:10][C:11]2[S:12][CH:15]=[C:16]([CH3:17])[N:13]=2)=[CH:3][C:2]=1[OH:1]. The catalyst class is: 3. (3) Reactant: C(O[C:6]([N:8]1CC[CH2:12][N:11]([C:15]2[CH:16]=[C:17]3[C:22](=[CH:23][CH:24]=2)[N:21]=[CH:20][N:19]([CH2:25][C:26]([OH:28])=[O:27])[C:18]3=[O:29])[CH2:10][CH2:9]1)=O)(C)(C)C.[ClH:30].O1CCOCC1. Product: [ClH:30].[O:29]=[C:18]1[C:17]2[C:22](=[CH:23][CH:24]=[C:15]([N:11]3[CH2:10][CH2:9][NH:8][CH2:6][CH2:12]3)[CH:16]=2)[N:21]=[CH:20][N:19]1[CH2:25][C:26]([OH:28])=[O:27]. The catalyst class is: 12. (4) Reactant: C(OCC1C=[C:13]([N:15]([CH3:17])[CH3:16])[CH:12]=[CH:11]C=1)(=O)CCCC.[C:18]([O:21]CC)(=[O:20])[CH3:19]. Product: [CH3:16][N:15]([CH3:17])[CH2:13][CH2:12][CH2:11][CH2:19][C:18]([OH:21])=[O:20]. The catalyst class is: 45. (5) Reactant: [C:1]([CH2:4][CH2:5][C:6]1[C:7]([CH3:13])=[C:8]([CH:11]=O)[NH:9][CH:10]=1)([OH:3])=[O:2].[Cl:14][C:15]1[C:16]([CH3:25])=[C:17]2[C:21](=[CH:22][CH:23]=1)[NH:20][C:19](=[O:24])[CH2:18]2. The catalyst class is: 495. Product: [Cl:14][C:15]1[C:16]([CH3:25])=[C:17]2[C:21](=[CH:22][CH:23]=1)[NH:20][C:19](=[O:24])[C:18]2=[CH:11][C:8]1[NH:9][CH:10]=[C:6]([CH2:5][CH2:4][C:1]([OH:3])=[O:2])[C:7]=1[CH3:13]. (6) Reactant: C(O[C:9]([N:11]1[CH2:16][CH2:15][N:14]([C:17]2[C:18]3[N:25]=[C:24]([C:26]4[CH:31]=[CH:30][C:29]([C:32]([CH3:35])([CH3:34])[CH3:33])=[CH:28][CH:27]=4)[NH:23][C:19]=3[CH:20]=[N:21][CH:22]=2)[CH2:13][CH2:12]1)=O)C1C=CC=CC=1.[CH2:36]([C:38]1[NH:42][C:41](C=O)=[C:40]([CH3:45])[N:39]=1)[CH3:37].C(O[BH-](OC(=O)C)OC(=O)C)(=O)C.[Na+]. Product: [C:32]([C:29]1[CH:30]=[CH:31][C:26]([C:24]2[NH:25][C:18]3[C:17]([N:14]4[CH2:15][CH2:16][N:11]([CH2:9][C:41]5[NH:42][C:38]([CH2:36][CH3:37])=[N:39][C:40]=5[CH3:45])[CH2:12][CH2:13]4)=[CH:22][N:21]=[CH:20][C:19]=3[N:23]=2)=[CH:27][CH:28]=1)([CH3:34])([CH3:33])[CH3:35]. The catalyst class is: 123.